This data is from Reaction yield outcomes from USPTO patents with 853,638 reactions. The task is: Predict the reaction yield, written as a fraction of the theoretical maximum amount of product (1.0 means a 100% yield; for example, 0.34 means a 34% yield). The reactants are [CH3:1][C:2]1[C:10]2[C:5](=[CH:6][CH:7]=[C:8]([CH:11]=O)[CH:9]=2)[NH:4][N:3]=1.[C:13](/[CH:15]=[C:16](\[O-:18])/[CH3:17])#[N:14].[Na+].C(O)(=O)C.N1CCCCC1. The catalyst is ClCCl. The product is [CH3:1][C:2]1[C:10]2[C:5](=[CH:6][CH:7]=[C:8](/[CH:11]=[C:15](/[C:16](=[O:18])[CH3:17])\[C:13]#[N:14])[CH:9]=2)[NH:4][N:3]=1. The yield is 0.500.